Task: Binary Classification. Given a drug SMILES string, predict its activity (active/inactive) in a high-throughput screening assay against a specified biological target.. Dataset: HIV replication inhibition screening data with 41,000+ compounds from the AIDS Antiviral Screen The drug is Cc1ccc(C=C2N=C(NN=Cc3ccccc3)NC2=O)cc1. The result is 0 (inactive).